Dataset: Full USPTO retrosynthesis dataset with 1.9M reactions from patents (1976-2016). Task: Predict the reactants needed to synthesize the given product. (1) Given the product [Br:1][C:2]1[N:3]=[C:4]([NH:18][CH2:17][CH2:16][NH2:19])[CH:5]=[C:6]([CH3:8])[CH:7]=1, predict the reactants needed to synthesize it. The reactants are: [Br:1][C:2]1[CH:7]=[C:6]([CH3:8])[CH:5]=[C:4](F)[N:3]=1.C(=O)([O-])[O-].[K+].[K+].[CH2:16]([NH2:19])[CH2:17][NH2:18]. (2) Given the product [CH2:27]([N:19]1[CH2:20][CH2:21][C:11]2([NH:10][C:9]3[CH:8]=[C:7]([C:4]4[CH:5]=[CH:6][N:1]=[CH:2][CH:3]=4)[S:15][C:14]=3[C:13](=[O:16])[NH:12]2)[CH2:17][CH2:18]1)[CH3:28], predict the reactants needed to synthesize it. The reactants are: [N:1]1[CH:6]=[CH:5][C:4]([C:7]2[S:15][C:14]3[C:13](=[O:16])[NH:12][C:11]4([CH2:21][CH2:20][NH:19][CH2:18][CH2:17]4)[NH:10][C:9]=3[CH:8]=2)=[CH:3][CH:2]=1.CN(C=O)C.[C:27](O[BH-](OC(=O)C)OC(=O)C)(=O)[CH3:28].[Na+]. (3) Given the product [ClH:27].[NH2:19][C@@H:17]1[CH2:18][C@H:16]1[C:11]1[CH:12]=[CH:13][C:14]([F:15])=[C:9]([CH:10]=1)[C:7]([NH:6][CH:1]1[CH2:5][CH2:4][CH2:3][CH2:2]1)=[O:8], predict the reactants needed to synthesize it. The reactants are: [CH:1]1([NH:6][C:7]([C:9]2[CH:10]=[C:11]([C@@H:16]3[CH2:18][C@H:17]3[NH:19]C(=O)OC(C)(C)C)[CH:12]=[CH:13][C:14]=2[F:15])=[O:8])[CH2:5][CH2:4][CH2:3][CH2:2]1.[ClH:27].C(OCC)(=O)C. (4) Given the product [Cl:1][C:2]1[CH:3]=[C:4]2[C:9](=[CH:10][C:11]=1[O:12][C:13]1[CH:14]=[CH:15][C:16]([CH2:19][CH3:20])=[CH:17][CH:18]=1)[O:8][CH:7]([C:21]([F:24])([F:22])[F:23])[C:6]([C:25]([OH:27])=[O:26])=[CH:5]2, predict the reactants needed to synthesize it. The reactants are: [Cl:1][C:2]1[CH:3]=[C:4]2[C:9](=[CH:10][C:11]=1[O:12][C:13]1[CH:18]=[CH:17][C:16]([CH2:19][CH3:20])=[CH:15][CH:14]=1)[O:8][CH:7]([C:21]([F:24])([F:23])[F:22])[C:6]([C:25]([O:27]CC)=[O:26])=[CH:5]2.[OH-].[Li+].Cl.